Dataset: Reaction yield outcomes from USPTO patents with 853,638 reactions. Task: Predict the reaction yield, written as a fraction of the theoretical maximum amount of product (1.0 means a 100% yield; for example, 0.34 means a 34% yield). The reactants are Br[C:2]1[C:3]([NH2:8])=[N:4][CH:5]=[CH:6][N:7]=1.[CH3:9][S:10]([C:13]1[CH:18]=[CH:17][C:16](B(O)O)=[CH:15][CH:14]=1)(=[O:12])=[O:11].[O-]P([O-])([O-])=O.[K+].[K+].[K+].O. The catalyst is CC#N.CC(C)([P](C(C)(C)C)([Pd][P](C(C)(C)C)(C(C)(C)C)C(C)(C)C)C(C)(C)C)C. The product is [CH3:9][S:10]([C:13]1[CH:18]=[CH:17][C:16]([C:6]2[N:7]=[CH:2][C:3]([NH2:8])=[N:4][CH:5]=2)=[CH:15][CH:14]=1)(=[O:12])=[O:11]. The yield is 0.880.